This data is from Catalyst prediction with 721,799 reactions and 888 catalyst types from USPTO. The task is: Predict which catalyst facilitates the given reaction. (1) Reactant: [N:1]([C:4]1[CH:11]=[CH:10][C:7]([C:8]#[N:9])=[CH:6][CH:5]=1)=[C:2]=[O:3].[NH2:12][C@@H:13]1[CH2:18][CH2:17][N:16]([C:19]([O:21][C:22]([CH3:25])([CH3:24])[CH3:23])=[O:20])[C@@H:15]([C:26]([O:28][CH3:29])=[O:27])[CH2:14]1.CCN(CC)CC.N. Product: [C:8]([C:7]1[CH:10]=[CH:11][C:4]([NH:1][C:2](=[O:3])[NH:12][C@@H:13]2[CH2:18][CH2:17][N:16]([C:19]([O:21][C:22]([CH3:23])([CH3:24])[CH3:25])=[O:20])[C@@H:15]([C:26]([O:28][CH3:29])=[O:27])[CH2:14]2)=[CH:5][CH:6]=1)#[N:9]. The catalyst class is: 36. (2) Reactant: [OH:1][C:2]1[CH:7]=[CH:6][C:5]([C@@H:8]([C:14]#[C:15][CH3:16])[CH2:9][C:10]([O:12][CH3:13])=[O:11])=[CH:4][CH:3]=1.[CH2:17](Br)[C:18]1[CH:23]=[CH:22][CH:21]=[CH:20][CH:19]=1.C([O-])([O-])=O.[Cs+].[Cs+]. Product: [CH2:17]([O:1][C:2]1[CH:3]=[CH:4][C:5]([C@@H:8]([C:14]#[C:15][CH3:16])[CH2:9][C:10]([O:12][CH3:13])=[O:11])=[CH:6][CH:7]=1)[C:18]1[CH:23]=[CH:22][CH:21]=[CH:20][CH:19]=1. The catalyst class is: 21. (3) Reactant: [F:1][C:2]1[CH:23]=[CH:22][CH:21]=[C:20]([F:24])[C:3]=1[CH2:4][O:5][C:6]1[C:7]2[N:8]([C:13]([C:17]([OH:19])=O)=[C:14]([CH3:16])[N:15]=2)[CH:9]=[C:10]([CH3:12])[CH:11]=1.CN(C(ON1N=NC2C=CC=NC1=2)=[N+](C)C)C.F[P-](F)(F)(F)(F)F.C(N(CC)C(C)C)(C)C.[NH2:58][CH:59]1[CH2:64][N:63]([C:65]([O:67][C:68]([CH3:71])([CH3:70])[CH3:69])=[O:66])[CH2:62][C:61]([F:73])([F:72])[CH2:60]1. Product: [F:24][C:20]1[CH:21]=[CH:22][CH:23]=[C:2]([F:1])[C:3]=1[CH2:4][O:5][C:6]1[C:7]2[N:8]([C:13]([C:17]([NH:58][CH:59]3[CH2:64][N:63]([C:65]([O:67][C:68]([CH3:69])([CH3:70])[CH3:71])=[O:66])[CH2:62][C:61]([F:73])([F:72])[CH2:60]3)=[O:19])=[C:14]([CH3:16])[N:15]=2)[CH:9]=[C:10]([CH3:12])[CH:11]=1. The catalyst class is: 18. (4) Reactant: [F:1][C:2]1[CH:3]=[C:4]([CH:27]=[CH:28][CH:29]=1)[CH2:5][N:6]1[C:14]2[C:9](=[CH:10][CH:11]=[CH:12][C:13]=2[CH2:15][CH2:16][C:17]2[CH:26]=[CH:25][C:20]([C:21]([O:23]C)=[O:22])=[CH:19][CH:18]=2)[CH2:8][CH2:7]1.[Li+].[OH-].Cl. Product: [F:1][C:2]1[CH:3]=[C:4]([CH:27]=[CH:28][CH:29]=1)[CH2:5][N:6]1[C:14]2[C:9](=[CH:10][CH:11]=[CH:12][C:13]=2[CH2:15][CH2:16][C:17]2[CH:18]=[CH:19][C:20]([C:21]([OH:23])=[O:22])=[CH:25][CH:26]=2)[CH2:8][CH2:7]1. The catalyst class is: 12. (5) Reactant: [CH3:1][O:2][C:3]1[CH:8]=[CH:7][C:6]([N+:9]([O-:11])=[O:10])=[CH:5][C:4]=1[OH:12].Br[CH2:14][CH:15]([O:19][CH2:20][CH3:21])[O:16][CH2:17][CH3:18].C(=O)([O-])[O-].[Cs+].[Cs+].[OH-].[Na+]. Product: [CH2:17]([O:16][CH:15]([O:19][CH2:20][CH3:21])[CH2:14][O:12][C:4]1[CH:5]=[C:6]([N+:9]([O-:11])=[O:10])[CH:7]=[CH:8][C:3]=1[O:2][CH3:1])[CH3:18]. The catalyst class is: 9. (6) Reactant: Br[C:2]1[CH:7]=[CH:6][CH:5]=[CH:4][C:3]=1[CH:8]=[CH2:9].C([Li])CCC.[S:15]1[C:19]2[CH:20]=[CH:21][CH:22]=[CH:23][C:18]=2[CH:17]=[C:16]1[CH:24]=[N:25][S:26]([C:29]1[CH:39]=[CH:38][C:32]2[O:33][CH2:34][CH2:35][CH2:36][O:37][C:31]=2[CH:30]=1)(=[O:28])=[O:27].C(=O)(O)[O-].[Na+]. Product: [S:15]1[C:19]2[CH:20]=[CH:21][CH:22]=[CH:23][C:18]=2[CH:17]=[C:16]1[CH:24]([C:2]1[CH:7]=[CH:6][CH:5]=[CH:4][C:3]=1[CH:8]=[CH2:9])[NH:25][S:26]([C:29]1[CH:39]=[CH:38][C:32]2[O:33][CH2:34][CH2:35][CH2:36][O:37][C:31]=2[CH:30]=1)(=[O:27])=[O:28]. The catalyst class is: 188. (7) Reactant: C(OC(=O)[NH:7][C@H:8]([C:10]1[N:14]([C:15]2[CH:20]=[CH:19][CH:18]=[CH:17][CH:16]=2)[C:13]2[CH:21]=[C:22]([C:25]#[N:26])[CH:23]=[CH:24][C:12]=2[N:11]=1)[CH3:9])(C)(C)C. Product: [NH2:7][C@H:8]([C:10]1[N:14]([C:15]2[CH:20]=[CH:19][CH:18]=[CH:17][CH:16]=2)[C:13]2[CH:21]=[C:22]([C:25]#[N:26])[CH:23]=[CH:24][C:12]=2[N:11]=1)[CH3:9]. The catalyst class is: 67.